Dataset: Catalyst prediction with 721,799 reactions and 888 catalyst types from USPTO. Task: Predict which catalyst facilitates the given reaction. The catalyst class is: 10. Product: [CH3:1][C@H:2]1[CH2:6][CH2:5][CH2:4][N:3]1[C@H:7]1[CH2:11][CH2:10][N:9]([C:13]2[N:14]=[CH:15][C:16]([N:19]3[CH2:23][CH2:22][C:21]4([CH2:28][CH2:27][O:26][CH2:25][CH2:24]4)[C:20]3=[O:29])=[CH:17][N:18]=2)[CH2:8]1. Reactant: [CH3:1][C@H:2]1[CH2:6][CH2:5][CH2:4][N:3]1[C@H:7]1[CH2:11][CH2:10][NH:9][CH2:8]1.Cl[C:13]1[N:18]=[CH:17][C:16]([N:19]2[CH2:23][CH2:22][C:21]3([CH2:28][CH2:27][O:26][CH2:25][CH2:24]3)[C:20]2=[O:29])=[CH:15][N:14]=1.C(=O)([O-])[O-].[K+].[K+].